From a dataset of Full USPTO retrosynthesis dataset with 1.9M reactions from patents (1976-2016). Predict the reactants needed to synthesize the given product. Given the product [CH3:25][O:24][C:21]1[CH:22]=[CH:23][C:18]([CH2:17][CH2:16][NH:15][C:14]([C@@H:10]2[CH2:11][CH2:12][CH2:13][NH:9]2)=[O:26])=[CH:19][CH:20]=1, predict the reactants needed to synthesize it. The reactants are: Cl.C(OC([N:9]1[CH2:13][CH2:12][CH2:11][C@H:10]1[C:14](=[O:26])[NH:15][CH2:16][CH2:17][C:18]1[CH:23]=[CH:22][C:21]([O:24][CH3:25])=[CH:20][CH:19]=1)=O)(C)(C)C.C(OC)(C)(C)C.